Dataset: NCI-60 drug combinations with 297,098 pairs across 59 cell lines. Task: Regression. Given two drug SMILES strings and cell line genomic features, predict the synergy score measuring deviation from expected non-interaction effect. (1) Drug 1: C1=CC(=CC=C1C#N)C(C2=CC=C(C=C2)C#N)N3C=NC=N3. Drug 2: CNC(=O)C1=NC=CC(=C1)OC2=CC=C(C=C2)NC(=O)NC3=CC(=C(C=C3)Cl)C(F)(F)F. Cell line: SK-MEL-28. Synergy scores: CSS=5.62, Synergy_ZIP=-4.80, Synergy_Bliss=-8.84, Synergy_Loewe=3.26, Synergy_HSA=-6.90. (2) Drug 1: CCCCC(=O)OCC(=O)C1(CC(C2=C(C1)C(=C3C(=C2O)C(=O)C4=C(C3=O)C=CC=C4OC)O)OC5CC(C(C(O5)C)O)NC(=O)C(F)(F)F)O. Drug 2: C1CCC(C(C1)N)N.C(=O)(C(=O)[O-])[O-].[Pt+4]. Cell line: HCC-2998. Synergy scores: CSS=51.7, Synergy_ZIP=-12.9, Synergy_Bliss=-21.3, Synergy_Loewe=-16.5, Synergy_HSA=-15.3. (3) Drug 1: CC1C(C(=O)NC(C(=O)N2CCCC2C(=O)N(CC(=O)N(C(C(=O)O1)C(C)C)C)C)C(C)C)NC(=O)C3=C4C(=C(C=C3)C)OC5=C(C(=O)C(=C(C5=N4)C(=O)NC6C(OC(=O)C(N(C(=O)CN(C(=O)C7CCCN7C(=O)C(NC6=O)C(C)C)C)C)C(C)C)C)N)C. Drug 2: C1CCC(C(C1)N)N.C(=O)(C(=O)[O-])[O-].[Pt+4]. Cell line: HOP-92. Synergy scores: CSS=27.0, Synergy_ZIP=-4.62, Synergy_Bliss=1.44, Synergy_Loewe=3.95, Synergy_HSA=3.62. (4) Drug 1: CC1C(C(CC(O1)OC2CC(CC3=C2C(=C4C(=C3O)C(=O)C5=C(C4=O)C(=CC=C5)OC)O)(C(=O)CO)O)N)O.Cl. Drug 2: C(CN)CNCCSP(=O)(O)O. Cell line: COLO 205. Synergy scores: CSS=3.21, Synergy_ZIP=0.0881, Synergy_Bliss=1.67, Synergy_Loewe=3.23, Synergy_HSA=1.39.